This data is from Merck oncology drug combination screen with 23,052 pairs across 39 cell lines. The task is: Regression. Given two drug SMILES strings and cell line genomic features, predict the synergy score measuring deviation from expected non-interaction effect. (1) Drug 1: NC(=O)c1cccc2cn(-c3ccc(C4CCCNC4)cc3)nc12. Drug 2: COC1=C2CC(C)CC(OC)C(O)C(C)C=C(C)C(OC(N)=O)C(OC)C=CC=C(C)C(=O)NC(=CC1=O)C2=O. Cell line: A375. Synergy scores: synergy=-23.7. (2) Synergy scores: synergy=-1.35. Cell line: NCIH2122. Drug 1: CC1CC2C3CCC4=CC(=O)C=CC4(C)C3(F)C(O)CC2(C)C1(O)C(=O)CO. Drug 2: N#Cc1ccc(Cn2cncc2CN2CCN(c3cccc(Cl)c3)C(=O)C2)cc1. (3) Drug 1: C=CCn1c(=O)c2cnc(Nc3ccc(N4CCN(C)CC4)cc3)nc2n1-c1cccc(C(C)(C)O)n1. Drug 2: C#Cc1cccc(Nc2ncnc3cc(OCCOC)c(OCCOC)cc23)c1. Cell line: NCIH520. Synergy scores: synergy=-0.658. (4) Drug 1: CCC1(O)C(=O)OCc2c1cc1n(c2=O)Cc2cc3c(CN(C)C)c(O)ccc3nc2-1. Drug 2: CNC(=O)c1cc(Oc2ccc(NC(=O)Nc3ccc(Cl)c(C(F)(F)F)c3)cc2)ccn1. Cell line: LOVO. Synergy scores: synergy=-4.81. (5) Drug 1: CCC1=CC2CN(C1)Cc1c([nH]c3ccccc13)C(C(=O)OC)(c1cc3c(cc1OC)N(C)C1C(O)(C(=O)OC)C(OC(C)=O)C4(CC)C=CCN5CCC31C54)C2. Drug 2: CNC(=O)c1cc(Oc2ccc(NC(=O)Nc3ccc(Cl)c(C(F)(F)F)c3)cc2)ccn1. Cell line: NCIH23. Synergy scores: synergy=-9.28. (6) Drug 1: O=C(CCCCCCC(=O)Nc1ccccc1)NO. Drug 2: NC1(c2ccc(-c3nc4ccn5c(=O)[nH]nc5c4cc3-c3ccccc3)cc2)CCC1. Cell line: DLD1. Synergy scores: synergy=25.1. (7) Drug 1: CCC1=CC2CN(C1)Cc1c([nH]c3ccccc13)C(C(=O)OC)(c1cc3c(cc1OC)N(C)C1C(O)(C(=O)OC)C(OC(C)=O)C4(CC)C=CCN5CCC31C54)C2. Drug 2: COC1=C2CC(C)CC(OC)C(O)C(C)C=C(C)C(OC(N)=O)C(OC)C=CC=C(C)C(=O)NC(=CC1=O)C2=O. Cell line: ES2. Synergy scores: synergy=-1.26. (8) Drug 1: N#Cc1ccc(Cn2cncc2CN2CCN(c3cccc(Cl)c3)C(=O)C2)cc1. Drug 2: NC(=O)c1cccc2cn(-c3ccc(C4CCCNC4)cc3)nc12. Cell line: SKOV3. Synergy scores: synergy=17.6. (9) Drug 1: Cn1c(=O)n(-c2ccc(C(C)(C)C#N)cc2)c2c3cc(-c4cnc5ccccc5c4)ccc3ncc21. Drug 2: NC1CCCCC1N.O=C(O)C(=O)O.[Pt+2]. Cell line: OCUBM. Synergy scores: synergy=16.6. (10) Drug 1: COc1cccc2c1C(=O)c1c(O)c3c(c(O)c1C2=O)CC(O)(C(=O)CO)CC3OC1CC(N)C(O)C(C)O1. Drug 2: O=C(O)C1(Cc2cccc(Nc3nccs3)n2)CCC(Oc2cccc(Cl)c2F)CC1. Cell line: HT29. Synergy scores: synergy=10.7.